Dataset: Full USPTO retrosynthesis dataset with 1.9M reactions from patents (1976-2016). Task: Predict the reactants needed to synthesize the given product. (1) Given the product [ClH:1].[CH3:2][O:3][C:4](=[O:19])[C:5]1[CH:10]=[C:9]([C:11]#[C:12][C:13]2[CH:14]=[CH:15][CH:16]=[CH:17][CH:18]=2)[CH:8]=[N:7][CH:6]=1, predict the reactants needed to synthesize it. The reactants are: [ClH:1].[CH3:2][O:3][C:4](=[O:19])[C:5]1[CH:10]=[C:9]([C:11]#[C:12][C:13]2[CH:18]=[CH:17][CH:16]=[CH:15][CH:14]=2)[CH:8]=[N:7][CH:6]=1. (2) Given the product [F:1][C:2]1[CH:7]=[CH:6][C:5]([C@H:8]([NH:24][C:25]2[C:34]3[C:29](=[C:30]([C:35]([NH2:37])=[O:36])[CH:31]=[CH:32][CH:33]=3)[N:28]=[C:27]([CH3:38])[N:26]=2)[CH2:9][NH:10][CH3:23])=[CH:4][CH:3]=1, predict the reactants needed to synthesize it. The reactants are: [F:1][C:2]1[CH:7]=[CH:6][C:5]([C@H:8]([NH:24][C:25]2[C:34]3[C:29](=[C:30]([C:35]([NH2:37])=[O:36])[CH:31]=[CH:32][CH:33]=3)[N:28]=[C:27]([CH3:38])[N:26]=2)[CH2:9][N:10]([CH3:23])S(C2C=CC([N+]([O-])=O)=CC=2)(=O)=O)=[CH:4][CH:3]=1.C([O-])([O-])=O.[Cs+].[Cs+].C1(S)C=CC=CC=1. (3) Given the product [F:12][C:13]1([CH2:26][O:27][S:7]([C:4]2[CH:5]=[CH:6][C:1]([CH3:11])=[CH:2][CH:3]=2)(=[O:9])=[O:8])[CH2:14][CH2:15][N:16]([C:19]([O:21][C:22]([CH3:23])([CH3:24])[CH3:25])=[O:20])[CH2:17][CH2:18]1, predict the reactants needed to synthesize it. The reactants are: [C:1]1([CH3:11])[CH:6]=[CH:5][C:4]([S:7](Cl)(=[O:9])=[O:8])=[CH:3][CH:2]=1.[F:12][C:13]1([CH2:26][OH:27])[CH2:18][CH2:17][N:16]([C:19]([O:21][C:22]([CH3:25])([CH3:24])[CH3:23])=[O:20])[CH2:15][CH2:14]1.C(N(CC)CC)C. (4) Given the product [F:12][C:9]([F:10])([F:11])[C:7]1[CH:6]=[C:5]([C:13]([CH3:33])([CH3:34])[C:14]([N:16]([C:18]2[CH:19]=[N:20][C:21]([C:31]3[O:38][N:37]=[C:40]([CH2:41][OH:42])[CH:32]=3)=[CH:22][C:23]=2[C:24]2[CH:29]=[CH:28][CH:27]=[CH:26][C:25]=2[CH3:30])[CH3:17])=[O:15])[CH:4]=[C:3]([C:2]([F:1])([F:35])[F:36])[CH:8]=1, predict the reactants needed to synthesize it. The reactants are: [F:1][C:2]([F:36])([F:35])[C:3]1[CH:4]=[C:5]([C:13]([CH3:34])([CH3:33])[C:14]([N:16]([C:18]2[CH:19]=[N:20][C:21]([C:31]#[CH:32])=[CH:22][C:23]=2[C:24]2[CH:29]=[CH:28][CH:27]=[CH:26][C:25]=2[CH3:30])[CH3:17])=[O:15])[CH:6]=[C:7]([C:9]([F:12])([F:11])[F:10])[CH:8]=1.[N+:37]([CH2:40][CH2:41][O:42]C1CCCCO1)([O-])=[O:38].C(OC(OC(C)(C)C)=O)(OC(C)(C)C)=O.O.C1(C)C=CC(S(O)(=O)=O)=CC=1.